This data is from Reaction yield outcomes from USPTO patents with 853,638 reactions. The task is: Predict the reaction yield, written as a fraction of the theoretical maximum amount of product (1.0 means a 100% yield; for example, 0.34 means a 34% yield). (1) The reactants are C[O:2][C:3]([C:5]1[N:6]=[C:7]2[C:12]([C:13]([F:16])([F:15])[F:14])=[CH:11][C:10](Br)=[CH:9][N:8]2[C:18]=1[CH2:19][C:20]([O:22]C)=[O:21])=[O:4].[O:24]1[CH:28]=[CH:27][C:26](B(O)O)=[CH:25]1. The catalyst is [O-]P([O-])([O-])=O.[K+].[K+].[K+].O1CCOCC1.C1C=CC([P]([Pd]([P](C2C=CC=CC=2)(C2C=CC=CC=2)C2C=CC=CC=2)([P](C2C=CC=CC=2)(C2C=CC=CC=2)C2C=CC=CC=2)[P](C2C=CC=CC=2)(C2C=CC=CC=2)C2C=CC=CC=2)(C2C=CC=CC=2)C2C=CC=CC=2)=CC=1. The product is [C:20]([CH2:19][C:18]1[N:8]2[CH:9]=[C:10]([C:26]3[CH:27]=[CH:28][O:24][CH:25]=3)[CH:11]=[C:12]([C:13]([F:16])([F:14])[F:15])[C:7]2=[N:6][C:5]=1[C:3]([OH:2])=[O:4])([OH:22])=[O:21]. The yield is 0.830. (2) The reactants are [Br:1][C:2]1[CH:10]=[CH:9][C:8]([C:11](O)=[O:12])=[C:7]2[C:3]=1[CH:4]=[C:5]([C:22]1[CH:23]=[N:24][N:25]([CH3:27])[CH:26]=1)[N:6]2COCC[Si](C)(C)C.C1C[N:31]([P+](ON2N=NC3C=CC=CC2=3)(N2CCCC2)N2CCCC2)CC1.F[P-](F)(F)(F)(F)F.C1C=CC2N(O)N=NC=2C=1.[NH4+].[Cl-].CCN(C(C)C)C(C)C.C(N)CN. The catalyst is CN(C=O)C.C1COCC1.O. The product is [Br:1][C:2]1[CH:10]=[CH:9][C:8]([C:11]([NH2:31])=[O:12])=[C:7]2[C:3]=1[CH:4]=[C:5]([C:22]1[CH:23]=[N:24][N:25]([CH3:27])[CH:26]=1)[NH:6]2. The yield is 0.510. (3) The reactants are [NH:1]1[CH:5]=[N:4][CH:3]=[N:2]1.[H-].[Na+].Br[CH2:9][C:10]([C:12]1[CH:17]=[CH:16][C:15]([O:18][C:19]2[CH:24]=[CH:23][C:22]([Cl:25])=[CH:21][CH:20]=2)=[CH:14][C:13]=1[C:26]([F:29])([F:28])[F:27])=[O:11].[Cl-].[NH4+]. The catalyst is C1COCC1. The product is [Cl:25][C:22]1[CH:21]=[CH:20][C:19]([O:18][C:15]2[CH:16]=[CH:17][C:12]([C:10](=[O:11])[CH2:9][N:1]3[CH:5]=[N:4][CH:3]=[N:2]3)=[C:13]([C:26]([F:27])([F:28])[F:29])[CH:14]=2)=[CH:24][CH:23]=1. The yield is 0.840.